This data is from Forward reaction prediction with 1.9M reactions from USPTO patents (1976-2016). The task is: Predict the product of the given reaction. (1) Given the reactants [Cl:1][C:2]1[CH:7]=[CH:6][C:5]([C:8]2[N:12]([C:13]3[CH:18]=[CH:17][C:16]([Cl:19])=[CH:15][C:14]=3[Cl:20])[N:11]=[C:10]([C:21]([OH:23])=O)[C:9]=2[CH3:24])=[CH:4][CH:3]=1.C(N(CC)CC)C.[CH2:32]([NH:34][C:35]1([C:41]([NH2:43])=[O:42])[CH2:40][CH2:39][NH:38][CH2:37][CH2:36]1)[CH3:33].F[P-](F)(F)(F)(F)F.N1(O[P+](N(C)C)(N(C)C)N(C)C)C2C=CC=CC=2N=N1, predict the reaction product. The product is: [Cl:1][C:2]1[CH:3]=[CH:4][C:5]([C:8]2[N:12]([C:13]3[CH:18]=[CH:17][C:16]([Cl:19])=[CH:15][C:14]=3[Cl:20])[N:11]=[C:10]([C:21]([N:38]3[CH2:37][CH2:36][C:35]([NH:34][CH2:32][CH3:33])([C:41]([NH2:43])=[O:42])[CH2:40][CH2:39]3)=[O:23])[C:9]=2[CH3:24])=[CH:6][CH:7]=1. (2) Given the reactants [NH:1]1[CH2:6][CH2:5][CH:4]([N:7]2[CH2:12][CH2:11][O:10][CH2:9][C:8]2=[O:13])[CH2:3][CH2:2]1.[CH2:14](N1CCC(=O)CC1)[C:15]1[CH:20]=[CH:19][CH:18]=[CH:17][CH:16]=1.C(CN)O.C([BH3-])#N.[Na+].FC(F)(F)S(O)(=O)=O.Cl.C(N1CCC(NCCO)CC1)C1C=CC=CC=1.ClCC(Cl)=O.[OH-].[Na+], predict the reaction product. The product is: [CH2:14]([N:1]1[CH2:6][CH2:5][CH:4]([N:7]2[CH2:12][CH2:11][O:10][CH2:9][C:8]2=[O:13])[CH2:3][CH2:2]1)[C:15]1[CH:20]=[CH:19][CH:18]=[CH:17][CH:16]=1. (3) Given the reactants O1[CH2:6][CH2:5][CH:4]([C:7]#[N:8])[CH2:3]C1.Cl.[CH3:10][NH:11][OH:12].[C:13](=[O:16])([O-])[O-].[Na+].[Na+].O, predict the reaction product. The product is: [OH:12][N:11]([CH3:10])[C:7]([CH:4]1[CH2:3][CH2:13][O:16][CH2:6][CH2:5]1)=[NH:8]. (4) Given the reactants Cl.Cl.[OH:3][C@@H:4]1[CH2:11][N:10]([CH2:12][CH2:13][CH2:14][N:15]2[CH2:20][CH2:19][NH:18][CH:17]([CH3:21])[C:16]2=[O:22])[CH2:9][CH2:8][C:5]21[CH2:7][CH2:6]2.[Cl:23][C:24]1[CH:25]=[C:26]([CH:32]=[CH:33][C:34]=1[Cl:35])[CH:27]=[CH:28][C:29](O)=[O:30].C(N(CC)CC)C.F[P-](F)(F)(F)(F)F.N1(OC(N(C)C)=[N+](C)C)C2N=CC=CC=2N=N1, predict the reaction product. The product is: [Cl:23][C:24]1[CH:25]=[C:26](/[CH:27]=[CH:28]/[C:29]([N:18]2[CH2:19][CH2:20][N:15]([CH2:14][CH2:13][CH2:12][N:10]3[CH2:9][CH2:8][C:5]4([CH2:6][CH2:7]4)[C@H:4]([OH:3])[CH2:11]3)[C:16](=[O:22])[CH:17]2[CH3:21])=[O:30])[CH:32]=[CH:33][C:34]=1[Cl:35]. (5) Given the reactants [Br:1][C:2]1[CH:3]=[C:4]2[C:9](=[CH:10][CH:11]=1)[C:8](=O)[CH2:7][CH2:6][CH2:5]2.[CH2:13]([SH:16])[CH2:14][SH:15].[OH-].[Na+], predict the reaction product. The product is: [Br:1][C:2]1[CH:3]=[C:4]2[C:9](=[CH:10][CH:11]=1)[C:8]1([S:16][CH2:13][CH2:14][S:15]1)[CH2:7][CH2:6][CH2:5]2. (6) Given the reactants [F:1][C:2]1[CH:3]=[C:4]2[C:9](=[CH:10][CH:11]=1)[C:8](=[O:12])[NH:7][CH2:6][CH2:5]2.I[C:14]1[CH:15]=[N:16][CH:17]=[CH:18][C:19]=1[CH:20]1[CH2:22][CH2:21]1.P([O-])([O-])([O-])=O.[K+].[K+].[K+], predict the reaction product. The product is: [CH:20]1([C:19]2[CH:18]=[CH:17][N:16]=[CH:15][C:14]=2[N:7]2[CH2:6][CH2:5][C:4]3[C:9](=[CH:10][CH:11]=[C:2]([F:1])[CH:3]=3)[C:8]2=[O:12])[CH2:22][CH2:21]1.